This data is from Peptide-MHC class I binding affinity with 185,985 pairs from IEDB/IMGT. The task is: Regression. Given a peptide amino acid sequence and an MHC pseudo amino acid sequence, predict their binding affinity value. This is MHC class I binding data. (1) The peptide sequence is ATFSVPMEK. The MHC is HLA-A31:01 with pseudo-sequence HLA-A31:01. The binding affinity (normalized) is 0.579. (2) The peptide sequence is NMDKAVKLY. The MHC is HLA-A03:01 with pseudo-sequence HLA-A03:01. The binding affinity (normalized) is 0.0847. (3) The peptide sequence is MTTAQGTSMY. The MHC is Patr-B0101 with pseudo-sequence Patr-B0101. The binding affinity (normalized) is 0. (4) The peptide sequence is DIFVSLVKK. The MHC is HLA-A31:01 with pseudo-sequence HLA-A31:01. The binding affinity (normalized) is 0. (5) The peptide sequence is YPALMPLY. The MHC is HLA-B07:02 with pseudo-sequence HLA-B07:02. The binding affinity (normalized) is 0.149.